This data is from Forward reaction prediction with 1.9M reactions from USPTO patents (1976-2016). The task is: Predict the product of the given reaction. (1) Given the reactants [NH2:1][C:2]1[N:7]=[C:6]([CH2:8][O:9]/[N:10]=[C:11](/[C:14]2[CH:19]=[CH:18][CH:17]=[CH:16][CH:15]=2)\[C:12]#[N:13])[CH:5]=[CH:4][CH:3]=1.Cl.[NH2:21][OH:22].C(=O)([O-])[O-].[K+].[K+], predict the reaction product. The product is: [NH2:1][C:2]1[N:7]=[C:6]([CH2:8][O:9][N:10]=[C:11]([C:14]2[CH:19]=[CH:18][CH:17]=[CH:16][CH:15]=2)/[C:12](=[N:21]/[OH:22])/[NH2:13])[CH:5]=[CH:4][CH:3]=1. (2) Given the reactants [Si:1]([O:18][CH:19]1[CH2:22][N:21]([C:23]2[S:24][CH:25]=[C:26]([C:28]([O:30]CC)=O)[N:27]=2)[CH2:20]1)([C:14]([CH3:17])([CH3:16])[CH3:15])([C:8]1[CH:13]=[CH:12][CH:11]=[CH:10][CH:9]=1)[C:2]1[CH:7]=[CH:6][CH:5]=[CH:4][CH:3]=1.[Cl-].[NH4+:34].C[Al](C)C.C(O)(=O)C.C(OCC)(=O)C, predict the reaction product. The product is: [Si:1]([O:18][CH:19]1[CH2:20][N:21]([C:23]2[S:24][CH:25]=[C:26]([C:28](=[O:30])[NH2:34])[N:27]=2)[CH2:22]1)([C:14]([CH3:15])([CH3:16])[CH3:17])([C:2]1[CH:7]=[CH:6][CH:5]=[CH:4][CH:3]=1)[C:8]1[CH:9]=[CH:10][CH:11]=[CH:12][CH:13]=1. (3) Given the reactants [CH2:1]([O:4][CH2:5][CH:6]1[CH2:11][CH2:10][CH2:9][CH2:8][C:7]1=[CH2:12])C=C, predict the reaction product. The product is: [CH2:5]1[CH:6]2[C:7]([CH2:8][CH2:9][CH2:10][CH2:11]2)=[CH:12][CH2:1][O:4]1. (4) Given the reactants [C:1]([O:5][C:6](=[O:26])[NH:7][CH:8]([C:18]1[CH:23]=[CH:22][C:21]([Cl:24])=[C:20]([Cl:25])[CH:19]=1)[C:9]([C:11]1[CH:16]=[CH:15][C:14](I)=[CH:13][CH:12]=1)=[O:10])([CH3:4])([CH3:3])[CH3:2].[CH3:27][N:28]([CH3:38])[C:29]1[CH:30]=[C:31](B(O)O)[CH:32]=[CH:33][CH:34]=1, predict the reaction product. The product is: [C:1]([O:5][C:6](=[O:26])[NH:7][CH:8]([C:18]1[CH:23]=[CH:22][C:21]([Cl:24])=[C:20]([Cl:25])[CH:19]=1)[C:9]([C:11]1[CH:16]=[CH:15][C:14]([C:33]2[CH:32]=[CH:31][CH:30]=[C:29]([N:28]([CH3:38])[CH3:27])[CH:34]=2)=[CH:13][CH:12]=1)=[O:10])([CH3:4])([CH3:3])[CH3:2]. (5) Given the reactants C1(P(C2C=CC=CC=2)C2C=CC=CC=2)C=CC=CC=1.[C:20]([Br:24])(Br)(Br)Br.[CH3:25][C:26]([C:44]1[CH:49]=[CH:48][C:47]([C:50]2[N:54]=[C:53](CO)[O:52][N:51]=2)=[CH:46][CH:45]=1)([C:30]1[CH:35]=[CH:34][C:33]([O:36][CH2:37][C:38]2[CH:43]=[CH:42][CH:41]=[CH:40][N:39]=2)=[CH:32][CH:31]=1)[CH:27]([CH3:29])[CH3:28], predict the reaction product. The product is: [Br:24][CH2:20][C:53]1[O:52][N:51]=[C:50]([C:47]2[CH:48]=[CH:49][C:44]([C:26]([C:30]3[CH:31]=[CH:32][C:33]([O:36][CH2:37][C:38]4[CH:43]=[CH:42][CH:41]=[CH:40][N:39]=4)=[CH:34][CH:35]=3)([CH3:25])[CH:27]([CH3:28])[CH3:29])=[CH:45][CH:46]=2)[N:54]=1. (6) The product is: [CH:15]1([S:20][CH:4]([C:6]2[CH:11]=[CH:10][C:9]([C:12]#[N:13])=[CH:8][CH:7]=2)[C:3]([OH:2])=[O:14])[CH2:19][CH2:18][CH2:17][CH2:16]1.[CH:15]1([S:20][CH:4]([C:6]2[CH:7]=[CH:8][C:9]([C:12]#[N:13])=[CH:10][CH:11]=2)[C:3]([NH:21][C:22]2[S:23][CH:24]=[CH:25][N:26]=2)=[O:14])[CH2:19][CH2:18][CH2:17][CH2:16]1. Given the reactants C[O:2][C:3](=[O:14])[CH:4]([C:6]1[CH:11]=[CH:10][C:9]([C:12]#[N:13])=[CH:8][CH:7]=1)O.[CH:15]1([SH:20])[CH2:19][CH2:18][CH2:17][CH2:16]1.[NH2:21][C:22]1[S:23][CH:24]=[CH:25][N:26]=1, predict the reaction product. (7) Given the reactants [C:1]([CH2:3][CH:4]([CH:27]1[CH2:31][CH2:30][N:29](C(OCC2C=CC=CC=2)=O)[CH2:28]1)[N:5]1[CH:9]=[C:8]([C:10]2[C:11]3[CH:18]=[CH:17][N:16]([CH2:19][O:20][CH2:21][CH2:22][Si:23]([CH3:26])([CH3:25])[CH3:24])[C:12]=3[N:13]=[CH:14][N:15]=2)[CH:7]=[N:6]1)#[N:2].[H][H], predict the reaction product. The product is: [NH:29]1[CH2:30][CH2:31][CH:27]([CH:4]([N:5]2[CH:9]=[C:8]([C:10]3[C:11]4[CH:18]=[CH:17][N:16]([CH2:19][O:20][CH2:21][CH2:22][Si:23]([CH3:24])([CH3:26])[CH3:25])[C:12]=4[N:13]=[CH:14][N:15]=3)[CH:7]=[N:6]2)[CH2:3][C:1]#[N:2])[CH2:28]1.